Dataset: Full USPTO retrosynthesis dataset with 1.9M reactions from patents (1976-2016). Task: Predict the reactants needed to synthesize the given product. (1) Given the product [NH2:1][C:2]1[C:3]2[N:20]([CH2:21][CH2:22][C:23]([O:25][CH2:26][CH3:27])=[O:24])[C:9]([NH:11][C:12]3[CH:17]=[CH:16][C:15]([Cl:18])=[CH:14][C:13]=3[Cl:19])=[N:8][C:4]=2[CH:5]=[CH:6][CH:7]=1, predict the reactants needed to synthesize it. The reactants are: [NH2:1][C:2]1[CH:7]=[CH:6][CH:5]=[C:4]([NH:8][C:9]([NH:11][C:12]2[CH:17]=[CH:16][C:15]([Cl:18])=[CH:14][C:13]=2[Cl:19])=S)[C:3]=1[NH:20][CH2:21][CH2:22][C:23]([O:25][CH2:26][CH3:27])=[O:24].Cl.C(N=C=NCCCN(C)C)C. (2) Given the product [CH3:17][O:16][C:13]1[CH:14]=[CH:15][C:10]([NH:9][C:6]2[CH:5]=[CH:4][C:3]([CH2:2][NH:1][C:34]([C:31]3([NH:30][C:28]([C:26]4[CH:25]=[N:24][CH:23]=[N:22][CH:27]=4)=[O:29])[CH2:33][CH2:32]3)=[O:35])=[N:8][CH:7]=2)=[C:11]([C:18]([F:21])([F:19])[F:20])[CH:12]=1, predict the reactants needed to synthesize it. The reactants are: [NH2:1][CH2:2][C:3]1[N:8]=[CH:7][C:6]([NH:9][C:10]2[CH:15]=[CH:14][C:13]([O:16][CH3:17])=[CH:12][C:11]=2[C:18]([F:21])([F:20])[F:19])=[CH:5][CH:4]=1.[N:22]1[CH:27]=[C:26]([C:28]([NH:30][C:31]2([C:34](O)=[O:35])[CH2:33][CH2:32]2)=[O:29])[CH:25]=[N:24][CH:23]=1.